From a dataset of Full USPTO retrosynthesis dataset with 1.9M reactions from patents (1976-2016). Predict the reactants needed to synthesize the given product. Given the product [CH3:1][O:2][C:3]1[C:4]([CH3:15])=[C:5]([CH:10]=[C:11]([O:13][CH3:14])[CH:12]=1)[C:6]([OH:8])=[O:7], predict the reactants needed to synthesize it. The reactants are: [CH3:1][O:2][C:3]1[C:4]([CH3:15])=[C:5]([CH:10]=[C:11]([O:13][CH3:14])[CH:12]=1)[C:6]([O:8]C)=[O:7].[OH-].[Na+].